Dataset: Reaction yield outcomes from USPTO patents with 853,638 reactions. Task: Predict the reaction yield, written as a fraction of the theoretical maximum amount of product (1.0 means a 100% yield; for example, 0.34 means a 34% yield). (1) The reactants are P(Cl)(Cl)(Cl)(Cl)[Cl:2].[I:7][C:8]1[CH:26]=[CH:25][C:11]([C:12]([NH:14][CH2:15][CH2:16][C:17]2[CH:22]=[CH:21][CH:20]=[C:19]([O:23][CH3:24])[CH:18]=2)=O)=[CH:10][CH:9]=1.CCCCCC.CCOCC. The catalyst is C(Cl)(Cl)Cl. The product is [ClH:2].[I:7][C:8]1[CH:26]=[CH:25][C:11]([C:12]2[C:22]3[C:17](=[CH:18][C:19]([O:23][CH3:24])=[CH:20][CH:21]=3)[CH2:16][CH2:15][N:14]=2)=[CH:10][CH:9]=1. The yield is 0.720. (2) The reactants are [CH:1]([NH:3][CH2:4][CH2:5][C:6]1[CH:11]=[CH:10][CH:9]=[CH:8][C:7]=1Br)=[O:2].C([O-])([O-])=O.[K+].[K+].CN[C@@H]1CCCC[C@H]1NC. The catalyst is [Cu]I.C1(C)C=CC=CC=1. The product is [CH:1]([N:3]1[C:11]2[C:6](=[CH:7][CH:8]=[CH:9][CH:10]=2)[CH2:5][CH2:4]1)=[O:2]. The yield is 0.990.